Task: Predict the reaction yield, written as a fraction of the theoretical maximum amount of product (1.0 means a 100% yield; for example, 0.34 means a 34% yield).. Dataset: Reaction yield outcomes from USPTO patents with 853,638 reactions The reactants are [CH3:1][O:2][C:3]1[CH:8]=[CH:7][CH:6]=[CH:5][C:4]=1[C:9]1[NH:10][C:11]2[C:16]([CH:17]=1)=[CH:15][C:14](B1OC(C)(C)C(C)(C)O1)=[CH:13][CH:12]=2.FC(F)(F)S(O[C:33]1[C:38]2([CH2:42][CH2:41][CH2:40][CH2:39]2)[CH2:37][N:36]([C:43]([O:45][C:46]([CH3:49])([CH3:48])[CH3:47])=[O:44])[CH2:35][CH:34]=1)(=O)=O.C(=O)([O-])[O-].[Cs+].[Cs+]. The yield is 0.800. The product is [CH3:1][O:2][C:3]1[CH:8]=[CH:7][CH:6]=[CH:5][C:4]=1[C:9]1[NH:10][C:11]2[C:16]([CH:17]=1)=[CH:15][C:14]([C:33]1[C:38]3([CH2:42][CH2:41][CH2:40][CH2:39]3)[CH2:37][N:36]([C:43]([O:45][C:46]([CH3:49])([CH3:48])[CH3:47])=[O:44])[CH2:35][CH:34]=1)=[CH:13][CH:12]=2. The catalyst is CN(C=O)C.C1C=CC(P(C2C=CC=CC=2)[C-]2C=CC=C2)=CC=1.C1C=CC(P(C2C=CC=CC=2)[C-]2C=CC=C2)=CC=1.Cl[Pd]Cl.[Fe+2].